From a dataset of Experimentally validated miRNA-target interactions with 360,000+ pairs, plus equal number of negative samples. Binary Classification. Given a miRNA mature sequence and a target amino acid sequence, predict their likelihood of interaction. (1) The miRNA is hsa-miR-586 with sequence UAUGCAUUGUAUUUUUAGGUCC. The protein sequence of the target gene is MATSSMSKGCFVFKPNSKKRKISLPIEDYFNKGKNEPEDSKLRFETYQLIWQQMKSENERLQEELNKNLFDNLIEFLQKSHSGFQKNSRDLGGQIKLREIPTAALVLGVNVTDHDLTFGSLTEALQNNVTPYVVSLQAKDCPDMKHFLQKLISQLMDCCVDIKSKEEESVHVTQRKTHYSMDSLSSWYMTVTQKTDPKMLSKKRTTSSQWQSPPVVVILKDMESFATKVLQDFIIISSQHLHEFPLILIFGIATSPIIIHRLLPHAVSSLLCIELFQSLSCKEHLTTVLDKLLLTTQFPF.... Result: 0 (no interaction). (2) Result: 0 (no interaction). The miRNA is mmu-miR-664-3p with sequence UAUUCAUUUACUCCCCAGCCUA. The protein sequence of the target gene is MNKMPAGEQECEYNKEGKYYSKGVKLVRKKKKIPGYRWGDIKINIIGEKDDLPIHFCDKCDLPIKIYGRIIPCKHAFCYHCANLYDKVGYKVCPRCRYPVLRIEAHKRGSVFMCSIVQQCKRTYLSQKSLQAHIKRRHKRARKQVTSASLEKVRPHIAPPQTEISDIPKRLQDRDHLSYIPPEQHTMVSLPSVQHMLQEQHNQPHKDIQAPPPELSLSLPFPIQWETVSIFTRKHGNLTVDHIQNNSDSGAKKPTPPDYYPECQSQPAVSSPHHIIPQKQHYAPPPSPSSPVNHQMPYPP.... (3) The miRNA is hsa-miR-450a-1-3p with sequence AUUGGGAACAUUUUGCAUGUAU. The protein sequence of the target gene is MLLLGAVLLLLALPGHDQETTTQGPGVLLPLPKGACTGWMAGIPGHPGHNGAPGRDGRDGTPGEKGEKGDPGLIGPKGDIGETGVPGAEGPRGFPGIQGRKGEPGEGAYVYRSAFSVGLETYVTIPNMPIRFTKIFYNQQNHYDGSTGKFHCNIPGLYYFAYHITVYMKDVKVSLFKKDKAMLFTYDQYQENNVDQASGSVLLHLEVGDQVWLQVYGEGERNGLYADNDNDSTFTGFLLYHDTN. Result: 1 (interaction). (4) The miRNA is hsa-miR-192-5p with sequence CUGACCUAUGAAUUGACAGCC. The protein sequence of the target gene is MESKGASSCRLLFCLLISATVFRPGLGWYTVNSAYGDTIIIPCRLDVPQNLMFGKWKYEKPDGSPVFIAFRSSTKKSVQYDDVPEYKDRLNLSENYTLSISNARISDEKRFVCMLVTEDNVFEAPTIVKVFKQPSKPEIVSKALFLETEQLKKLGDCISEDSYPDGNITWYRNGKVLHPLEGAVVIIFKKEMDPVTQLYTMTSTLEYKTTKADIQMPFTCSVTYYGPSGQKTIHSEQAVFDIYYPTEQVTIQVLPPKNAIKEGDNITLKCLGNGNPPPEEFLFYLPGQPEGIRSSNTYTL.... Result: 1 (interaction). (5) The miRNA is hsa-miR-3144-5p with sequence AGGGGACCAAAGAGAUAUAUAG. The protein sequence of the target gene is MTMLQESFSFDDLSVDFTQKEWQLLDPSQKNLYKDVMLENYSSLVSLGYEVMKPDVIFKLEQGEEPWVGDGEIPSSDSPEVWKVDGNMMWHQDNQDKLKIIKRGHECDAFGKNFNLNMNFVPLRKSNSEGDLDGLILKHHLDLLIPKGDYGKAESDDFNVFDNFFLHSKPEDTDTWLKYYDCDKYKESYKKSQIIIYHRNRLGEKLYECSECRKRFSKKPSLIKHQSRHIRDIAFGCGNCGKTFPQKSQFITHHRTHTGEKPYNCSQCGKAFSQKSQLTSHQRTHTGEKPYECGECGKAF.... Result: 0 (no interaction). (6) The miRNA is gga-miR-146b-3p with sequence CCCUAUGGAUUCAGUUCUGC. The protein sequence of the target gene is MPAAAVQEAVGVCSYGMQLSWDINDPQMPQELALFDQFREWPDGYVRFIYSSDEKKAQRHLSGWAMRNTNNHNGHILKKSCLGVVVCTQACTLPDGSRLQLRPAICDKARLKQQKKACPNCHSALELIPCRGHSGYPVTNFWRLDGNAIFFQAKGVHDHPRPESKSETEARRSAIKRQMASFYQPQKKRIRESEAEENQDSSGHFSNIPPLENPEDFDIVTETSFPIPGQPCPSFPKSDVYKATCDLATFQGDKMPPFQKYSSPRIYLPRPPCSYELANPGYTNSSPYPTLYKDSTSIPN.... Result: 0 (no interaction).